Predict the reaction yield, written as a fraction of the theoretical maximum amount of product (1.0 means a 100% yield; for example, 0.34 means a 34% yield). From a dataset of Reaction yield outcomes from USPTO patents with 853,638 reactions. The reactants are [C:1]([O:4][C@@H:5]1[C@@H:10]([O:11][C:12](=[O:14])[CH3:13])[C@H:9]([O:15][C:16](=[O:18])[CH3:17])[C@@H:8]([O:19]/[C:20](/[C:29]([O:31][CH2:32]C)=[O:30])=[CH:21]\[C:22]2[CH:27]=[CH:26][CH:25]=[CH:24][C:23]=2[F:28])[O:7][C@H:6]1[CH2:34][O:35][C:36](=[O:38])[CH3:37])(=[O:3])[CH3:2].[Cl:39]C1C=CC=C(F)C=1CC(=O)C(OC)=O.[H-].[Na+].[Br-].C(O[C@@H]1[C@@H](OC(=O)C)[C@H](OC(=O)C)[C@@H](COC(=O)C)O[C@@H]1O)(=O)C. No catalyst specified. The product is [C:1]([O:4][C@@H:5]1[C@@H:10]([O:11][C:12](=[O:14])[CH3:13])[C@H:9]([O:15][C:16](=[O:18])[CH3:17])[C@@H:8]([O:19]/[C:20](/[C:29]([O:31][CH3:32])=[O:30])=[CH:21]\[C:22]2[C:23]([F:28])=[CH:24][CH:25]=[CH:26][C:27]=2[Cl:39])[O:7][C@H:6]1[CH2:34][O:35][C:36](=[O:38])[CH3:37])(=[O:3])[CH3:2]. The yield is 0.0800.